Predict the reactants needed to synthesize the given product. From a dataset of Full USPTO retrosynthesis dataset with 1.9M reactions from patents (1976-2016). (1) Given the product [Cl:15][CH2:16][C:17]1[N:1]=[C:2]2[S:3][C:4]([CH:12]3[CH2:14][CH2:13]3)=[C:5]([C:7]([NH:9][CH2:10][CH3:11])=[O:8])[N:6]2[C:19](=[O:20])[CH:18]=1, predict the reactants needed to synthesize it. The reactants are: [NH2:1][C:2]1[S:3][C:4]([CH:12]2[CH2:14][CH2:13]2)=[C:5]([C:7]([NH:9][CH2:10][CH3:11])=[O:8])[N:6]=1.[Cl:15][CH2:16][C:17](=O)[CH2:18][C:19](OCC)=[O:20]. (2) Given the product [F:26][C:25]([F:28])([F:27])[S:22]([O:18][C:16]1[CH:15]=[CH:14][N:13]=[CH:12][CH:17]=1)(=[O:23])=[O:21], predict the reactants needed to synthesize it. The reactants are: C[Si](C)(C)CCOCN1C=C([C:12]2[CH:17]=[C:16]([OH:18])[CH:15]=[CH:14][N:13]=2)C=N1.[O:21](S(C(F)(F)F)(=O)=O)[S:22]([C:25]([F:28])([F:27])[F:26])(=O)=[O:23]. (3) Given the product [OH:46][C:2]1[CH:3]=[C:4]([CH:8]=[C:9]([O:11][C:12]([F:15])([F:14])[F:13])[CH:10]=1)[C:5]([OH:7])=[O:6], predict the reactants needed to synthesize it. The reactants are: Br[C:2]1[CH:3]=[C:4]([CH:8]=[C:9]([O:11][C:12]([F:15])([F:14])[F:13])[CH:10]=1)[C:5]([OH:7])=[O:6].C(P(C(C)(C)C)C1C=CC=CC=1C1C(C(C)C)=CC(C(C)C)=CC=1C(C)C)(C)(C)C.[OH-:46].[K+].Cl. (4) Given the product [C:23]([CH2:22][CH2:21][CH2:20][C:3]1([C:7]([O:9][CH2:10][CH3:11])=[O:8])[CH2:4][CH2:5][CH2:6][N:1]([C:12]([O:14][C:15]([CH3:17])([CH3:16])[CH3:18])=[O:13])[CH2:2]1)#[N:24], predict the reactants needed to synthesize it. The reactants are: [N:1]1([C:12]([O:14][C:15]([CH3:18])([CH3:17])[CH3:16])=[O:13])[CH2:6][CH2:5][CH2:4][CH:3]([C:7]([O:9][CH2:10][CH3:11])=[O:8])[CH2:2]1.Br[CH2:20][CH2:21][CH2:22][C:23]#[N:24]. (5) Given the product [C:3]([O:5][CH2:52][O:51][C:39]1[CH:38]=[C:37]([C:18]2[O:19][C:20]3[C:25]([C:26](=[O:27])[C:17]=2[O:16][CH2:9][C:10]2[CH:15]=[CH:14][CH:13]=[CH:12][CH:11]=2)=[C:24]([OH:28])[CH:23]=[C:22]([O:29][CH2:30][C:31]2[CH:36]=[CH:35][CH:34]=[CH:33][CH:32]=2)[CH:21]=3)[CH:42]=[CH:41][C:40]=1[O:43][CH2:44][C:45]1[CH:46]=[CH:47][CH:48]=[CH:49][CH:50]=1)(=[O:4])[CH2:2][CH2:7][CH3:8], predict the reactants needed to synthesize it. The reactants are: C[CH:2]([CH2:7][CH3:8])[C:3]([O:5]Cl)=[O:4].[CH2:9]([O:16][C:17]1[C:26](=[O:27])[C:25]2[C:20](=[CH:21][C:22]([O:29][CH2:30][C:31]3[CH:36]=[CH:35][CH:34]=[CH:33][CH:32]=3)=[CH:23][C:24]=2[OH:28])[O:19][C:18]=1[C:37]1[CH:42]=[CH:41][C:40]([O:43][CH2:44][C:45]2[CH:50]=[CH:49][CH:48]=[CH:47][CH:46]=2)=[C:39]([OH:51])[CH:38]=1)[C:10]1[CH:15]=[CH:14][CH:13]=[CH:12][CH:11]=1.[CH2:52](N(CC)CC)C.